Dataset: Reaction yield outcomes from USPTO patents with 853,638 reactions. Task: Predict the reaction yield, written as a fraction of the theoretical maximum amount of product (1.0 means a 100% yield; for example, 0.34 means a 34% yield). (1) The reactants are [Cl:1][C:2]1[C:3]2[C:10]([I:11])=[CH:9][NH:8][C:4]=2[N:5]=[CH:6][N:7]=1.[N+:12]([C:15]1[CH:16]=[C:17](B(O)O)[CH:18]=[CH:19][CH:20]=1)([O-:14])=[O:13].N1C=CC=CC=1. The catalyst is C(Cl)Cl.CC([O-])=O.CC([O-])=O.[Cu+2]. The product is [Cl:1][C:2]1[C:3]2[C:10]([I:11])=[CH:9][N:8]([C:19]3[CH:18]=[CH:17][CH:16]=[C:15]([N+:12]([O-:14])=[O:13])[CH:20]=3)[C:4]=2[N:5]=[CH:6][N:7]=1. The yield is 0.820. (2) The reactants are C(=O)(O)O.[NH2:5][C:6]([NH2:8])=[NH:7].Cl[C:10]1[C:19]2[C:14](=[CH:15][CH:16]=[C:17]([C:20]3[CH:25]=[CH:24][CH:23]=[C:22]([C:26]#[N:27])[CH:21]=3)[CH:18]=2)[C:13]([Cl:28])=[CH:12][N:11]=1. The catalyst is CN1C(=O)CCC1. The product is [Cl:28][C:13]1[C:14]2[C:19](=[CH:18][C:17]([C:20]3[CH:25]=[CH:24][CH:23]=[C:22]([C:26]#[N:27])[CH:21]=3)=[CH:16][CH:15]=2)[C:10]([NH:7][C:6]([NH2:8])=[NH:5])=[N:11][CH:12]=1. The yield is 0.850. (3) The reactants are Br[C:2]1[CH:11]=[CH:10][C:5]([C:6]([O:8][CH3:9])=[O:7])=[CH:4][N:3]=1.[Br-].[CH2:13]([O:15][C:16](=[O:21])[CH2:17][CH2:18][CH2:19][Zn+])[CH3:14]. The catalyst is C1COCC1.C1C=CC([P]([Pd]([P](C2C=CC=CC=2)(C2C=CC=CC=2)C2C=CC=CC=2)([P](C2C=CC=CC=2)(C2C=CC=CC=2)C2C=CC=CC=2)[P](C2C=CC=CC=2)(C2C=CC=CC=2)C2C=CC=CC=2)(C2C=CC=CC=2)C2C=CC=CC=2)=CC=1. The product is [CH2:13]([O:15][C:16](=[O:21])[CH2:17][CH2:18][CH2:19][C:2]1[CH:11]=[CH:10][C:5]([C:6]([O:8][CH3:9])=[O:7])=[CH:4][N:3]=1)[CH3:14]. The yield is 0.430. (4) The reactants are [Br:1][C:2]1[C:3](Cl)=[N:4][CH:5]=[C:6]([N+:8]([O-:10])=[O:9])[CH:7]=1.[N:12]1([C:18]([O:20][C:21]([CH3:24])([CH3:23])[CH3:22])=[O:19])[CH2:17][CH2:16][NH:15][CH2:14][CH2:13]1.C(N(CC)CC)C. The catalyst is C(Cl)Cl. The product is [Br:1][C:2]1[C:3]([N:15]2[CH2:14][CH2:13][N:12]([C:18]([O:20][C:21]([CH3:24])([CH3:23])[CH3:22])=[O:19])[CH2:17][CH2:16]2)=[N:4][CH:5]=[C:6]([N+:8]([O-:10])=[O:9])[CH:7]=1. The yield is 0.880. (5) The reactants are [Cl:1][C:2]1[N:7]=[C:6](S(C)=O)[N:5]=[C:4]2[N:11]([C:16]3[C:21]([F:22])=[CH:20][CH:19]=[CH:18][C:17]=3[F:23])[C:12](=[O:15])[NH:13][CH2:14][C:3]=12.[N:24]1([CH:30]2[CH2:35][CH2:34][NH:33][CH2:32][CH2:31]2)[CH2:29][CH2:28][CH2:27][CH2:26][CH2:25]1.C(N(CC)C(C)C)(C)C. The catalyst is C(Cl)Cl. The product is [N:24]1([CH:30]2[CH2:35][CH2:34][N:33]([C:6]3[N:5]=[C:4]4[N:11]([C:16]5[C:21]([F:22])=[CH:20][CH:19]=[CH:18][C:17]=5[F:23])[C:12](=[O:15])[NH:13][CH2:14][C:3]4=[C:2]([Cl:1])[N:7]=3)[CH2:32][CH2:31]2)[CH2:29][CH2:28][CH2:27][CH2:26][CH2:25]1. The yield is 0.830. (6) The catalyst is O1CCOCC1. The reactants are [Cl:1][C:2]1[CH:7]=[CH:6][C:5]([CH:8]([CH:16]([N:28]2CCNCC2)C2(Cl)C3C(=CC=CC=3)N=CN2)[C:9]2[CH:14]=[CH:13][C:12]([Cl:15])=[CH:11][CH:10]=2)=[CH:4][CH:3]=1.[NH2:34][C@@H:35]([CH:42]([CH3:44])[CH3:43])[C:36]([NH:38][O:39][CH2:40][CH3:41])=[O:37].C([N:47]([CH2:50]C)[CH2:48][CH3:49])C. The product is [Cl:1][C:2]1[CH:7]=[CH:6][C:5]([CH:8]([C:9]2[CH:14]=[CH:13][C:12]([Cl:15])=[CH:11][CH:10]=2)[C:16]2([NH:34][C@@H:35]([CH:42]([CH3:43])[CH3:44])[C:36]([NH:38][O:39][CH2:40][CH3:41])=[O:37])[C:49]3[C:48](=[CH:7][CH:2]=[CH:3][CH:4]=3)[N:47]=[CH:50][NH:28]2)=[CH:4][CH:3]=1. The yield is 0.230. (7) The reactants are [CH2:1]1[C:10]2[C:5](=[CH:6][CH:7]=[CH:8][CH:9]=2)[C:4](=[N:11][OH:12])[C:3](=[O:13])[O:2]1.[C:14](=O)([O-])[O-].[K+].[K+].COS(OC)(=O)=O.O. The catalyst is C1(C)C=CC=CC=1. The product is [CH3:14][O:12][N:11]=[C:4]1[C:5]2[C:10](=[CH:9][CH:8]=[CH:7][CH:6]=2)[CH2:1][O:2][C:3]1=[O:13]. The yield is 1.00. (8) The reactants are [C:1]([CH2:3][C:4]([NH:6][C:7]1[CH:12]=[C:11]([O:13][CH3:14])[C:10]([Cl:15])=[CH:9][C:8]=1[Cl:16])=[O:5])#[N:2].[CH2:17]([O:19][C:20]1[CH:26]=[CH:25][C:23]([NH2:24])=[CH:22][C:21]=1[F:27])[CH3:18].[CH2:28](OC(OCC)OCC)C. The catalyst is C(O)(C)C. The product is [CH2:17]([O:19][C:20]1[CH:26]=[CH:25][C:23]([NH:24][CH:28]=[C:3]([C:1]#[N:2])[C:4]([NH:6][C:7]2[CH:12]=[C:11]([O:13][CH3:14])[C:10]([Cl:15])=[CH:9][C:8]=2[Cl:16])=[O:5])=[CH:22][C:21]=1[F:27])[CH3:18]. The yield is 0.670.